From a dataset of Catalyst prediction with 721,799 reactions and 888 catalyst types from USPTO. Predict which catalyst facilitates the given reaction. (1) Reactant: CS(O)(=O)=O.[CH:6]1([C:9]2[CH:30]=[C:12]3[C:13]([CH:19](O)[CH2:20][C:21]4[C:26]([Cl:27])=[CH:25][N:24]=[CH:23][C:22]=4[Cl:28])=[CH:14][CH:15]=[C:16]([O:17][CH3:18])[N:11]3[N:10]=2)[CH2:8][CH2:7]1.[OH-].[Na+]. Product: [CH:6]1([C:9]2[CH:30]=[C:12]3[C:13]([CH:19]=[CH:20][C:21]4[C:22]([Cl:28])=[CH:23][N:24]=[CH:25][C:26]=4[Cl:27])=[CH:14][CH:15]=[C:16]([O:17][CH3:18])[N:11]3[N:10]=2)[CH2:8][CH2:7]1. The catalyst class is: 1. (2) Reactant: [C:1]12([CH2:8][N:9]3[CH2:13][CH2:12][C@@H:11]([NH:14]C(=O)OC(C)(C)C)[CH2:10]3)[O:7][CH:4]([CH2:5][CH2:6]1)[CH2:3][CH2:2]2.[ClH:22].CCOC(C)=O. Product: [ClH:22].[ClH:22].[C:1]12([CH2:8][N:9]3[CH2:13][CH2:12][C@@H:11]([NH2:14])[CH2:10]3)[O:7][CH:4]([CH2:5][CH2:6]1)[CH2:3][CH2:2]2. The catalyst class is: 25.